From a dataset of Catalyst prediction with 721,799 reactions and 888 catalyst types from USPTO. Predict which catalyst facilitates the given reaction. (1) Reactant: [CH2:1]([O:8][C:9]1[CH:14]=[C:13]([CH3:15])[C:12]([N+:16]([O-:18])=[O:17])=[CH:11][C:10]=1[CH3:19])[C:2]1[CH:7]=[CH:6][CH:5]=[CH:4][CH:3]=1.[CH3:20][C:21]([N:23]([CH3:25])[CH3:24])=O.N1CCC[CH2:27]1. Product: [CH2:1]([O:8][C:9]1[C:10]([CH3:19])=[CH:11][C:12]([N+:16]([O-:18])=[O:17])=[C:13]([CH:14]=1)[CH:15]=[CH:24][N:23]1[CH2:25][CH2:27][CH2:20][CH2:21]1)[C:2]1[CH:3]=[CH:4][CH:5]=[CH:6][CH:7]=1. The catalyst class is: 3. (2) Reactant: [CH3:1][C:2]1([CH2:13][N:14]2[CH2:20][CH2:19][CH2:18][N:17]([C:21]([O:23]C(C)(C)C)=[O:22])[CH2:16][CH2:15]2)[O:6][C:5]2=[N:7][C:8]([N+:10]([O-:12])=[O:11])=[CH:9][N:4]2[CH2:3]1.FC(F)(F)C(O)=O.C(N(CC)CC)C.[Cl:42]C(O[CH2:46][C:47]1[CH:52]=[CH:51][CH:50]=[CH:49][CH:48]=1)=O.Cl.C(OCC)(=O)C. Product: [ClH:42].[CH3:1][C:2]1([CH2:13][N:14]2[CH2:20][CH2:19][CH2:18][N:17]([C:21]([O:23][CH2:46][C:47]3[CH:52]=[CH:51][CH:50]=[CH:49][CH:48]=3)=[O:22])[CH2:16][CH2:15]2)[O:6][C:5]2=[N:7][C:8]([N+:10]([O-:12])=[O:11])=[CH:9][N:4]2[CH2:3]1. The catalyst class is: 84. (3) Reactant: [Cl:1][C:2]1[CH:7]=[C:6]([CH2:8]O)[CH:5]=[CH:4][N:3]=1.S(Cl)([Cl:12])=O. Product: [Cl:1][C:2]1[CH:7]=[C:6]([CH2:8][Cl:12])[CH:5]=[CH:4][N:3]=1. The catalyst class is: 2. (4) Reactant: [CH3:1][CH:2]([NH:5][C:6](=[O:12])[O:7][C:8]([CH3:11])([CH3:10])[CH3:9])[CH:3]=[CH2:4].Br[C:14]1[CH:22]=[CH:21][CH:20]=[C:19]2[C:15]=1[CH:16]=[N:17][N:18]2[C:23]1[CH:28]=[CH:27][C:26]([F:29])=[CH:25][CH:24]=1.C(N(C(C)C)C(C)C)C. Product: [F:29][C:26]1[CH:25]=[CH:24][C:23]([N:18]2[C:19]3[C:15](=[C:14](/[CH:4]=[CH:3]/[CH:2]([NH:5][C:6](=[O:12])[O:7][C:8]([CH3:11])([CH3:10])[CH3:9])[CH3:1])[CH:22]=[CH:21][CH:20]=3)[CH:16]=[N:17]2)=[CH:28][CH:27]=1. The catalyst class is: 639. (5) Reactant: [CH3:1][C:2]1[CH:7]=[CH:6][CH:5]=[CH:4][C:3]=1[S:8]([C:11]1[CH:19]=[CH:18][C:17]2[N:16]([CH3:20])[C:15]3[CH2:21][CH:22]4[NH:26][CH:25]([C:14]=3[C:13]=2[C:12]=1C(OC(C)(C)C)=O)[CH2:24][CH2:23]4)(=[O:10])=[O:9].[ClH:34]. Product: [ClH:34].[CH3:1][C:2]1[CH:7]=[CH:6][CH:5]=[CH:4][C:3]=1[S:8]([C:11]1[CH:12]=[C:13]2[C:17](=[CH:18][CH:19]=1)[N:16]([CH3:20])[C:15]1[CH2:21][CH:22]3[NH:26][CH:25]([C:14]2=1)[CH2:24][CH2:23]3)(=[O:10])=[O:9]. The catalyst class is: 27. (6) Reactant: [CH3:1][C:2]1[N:3]=[C:4]([NH2:7])[S:5][CH:6]=1.Cl[C:9]1[CH:14]=[C:13]([S:15][C:16]2[C:21]([Cl:22])=[CH:20][CH:19]=[CH:18][C:17]=2[Cl:23])[CH:12]=[CH:11][N:10]=1.P([O-])([O-])([O-])=O.[K+].[K+].[K+].C1(P(C2C=CC=CC=2)C2C3OC4C(=CC=CC=4P(C4C=CC=CC=4)C4C=CC=CC=4)C(C)(C)C=3C=CC=2)C=CC=CC=1. Product: [Cl:23][C:17]1[CH:18]=[CH:19][CH:20]=[C:21]([Cl:22])[C:16]=1[S:15][C:13]1[CH:12]=[CH:11][N:10]=[C:9]([NH:7][C:4]2[S:5][CH:6]=[C:2]([CH3:1])[N:3]=2)[CH:14]=1. The catalyst class is: 110.